From a dataset of Reaction yield outcomes from USPTO patents with 853,638 reactions. Predict the reaction yield, written as a fraction of the theoretical maximum amount of product (1.0 means a 100% yield; for example, 0.34 means a 34% yield). (1) The reactants are [C:1]([O:5][C:6](=[O:21])[CH2:7][O:8][C:9]1[C:14]2[CH2:15][CH2:16][CH2:17][CH2:18][CH:19]([NH2:20])[C:13]=2[CH:12]=[CH:11][CH:10]=1)([CH3:4])([CH3:3])[CH3:2].[F:22][C:23]1[CH:24]=[C:25]([S:33](Cl)(=[O:35])=[O:34])[CH:26]=[C:27]([C:29]([F:32])([F:31])[F:30])[CH:28]=1.C(N(C(C)C)CC)(C)C. The catalyst is C1COCC1. The product is [C:1]([O:5][C:6](=[O:21])[CH2:7][O:8][C:9]1[C:14]2[CH2:15][CH2:16][CH2:17][CH2:18][CH:19]([NH:20][S:33]([C:25]3[CH:26]=[C:27]([C:29]([F:30])([F:31])[F:32])[CH:28]=[C:23]([F:22])[CH:24]=3)(=[O:35])=[O:34])[C:13]=2[CH:12]=[CH:11][CH:10]=1)([CH3:4])([CH3:2])[CH3:3]. The yield is 0.390. (2) The reactants are S(S([O-])=O)([O-])=O.[Na+].[Na+].[F:9][C:10]1[CH:11]=[C:12]([CH:26]=[C:27]([F:29])[CH:28]=1)[CH2:13][O:14][C:15]1[CH:16]=[CH:17][C:18]([N+:23]([O-])=O)=[C:19]([CH:22]=1)[C:20]#[N:21].[OH-].[Na+]. The catalyst is O.[Cl-].C([N+](CCCC)(CCCC)CCCC)CCC.ClCCl. The product is [NH2:23][C:18]1[CH:17]=[CH:16][C:15]([O:14][CH2:13][C:12]2[CH:26]=[C:27]([F:29])[CH:28]=[C:10]([F:9])[CH:11]=2)=[CH:22][C:19]=1[C:20]#[N:21]. The yield is 0.940. (3) The reactants are [Cl:1][C:2]1[N:14]=[C:13](Cl)[CH:12]=[C:11]([CH3:16])[C:3]=1[C:4]([O:6][C:7]([CH3:10])([CH3:9])[CH3:8])=[O:5].CC1(C)C2C(=C(P(C3C=CC=CC=3)C3C=CC=CC=3)C=CC=2)OC2C(P(C3C=CC=CC=3)C3C=CC=CC=3)=CC=CC1=2.C([O-])([O-])=O.[Cs+].[Cs+].C(=[NH:78])(C1C=CC=CC=1)C1C=CC=CC=1.CC([O-])=O.[Na+].Cl.[OH-].[Na+]. The catalyst is O1CCOCC1.CCOC(C)=O.C1C=CC(/C=C/C(/C=C/C2C=CC=CC=2)=O)=CC=1.C1C=CC(/C=C/C(/C=C/C2C=CC=CC=2)=O)=CC=1.C1C=CC(/C=C/C(/C=C/C2C=CC=CC=2)=O)=CC=1.[Pd].[Pd]. The product is [NH2:78][C:13]1[CH:12]=[C:11]([CH3:16])[C:3]([C:4]([O:6][C:7]([CH3:10])([CH3:9])[CH3:8])=[O:5])=[C:2]([Cl:1])[N:14]=1. The yield is 0.770. (4) The reactants are [OH:1][C@@H:2]1[CH2:10][C@@H:5]2[O:6][C:7](=[O:9])[CH2:8][C@@H:4]2[C@H:3]1/[CH:11]=[CH:12]/[C@@H:13]([OH:22])[CH2:14][CH2:15][C:16]1[CH:21]=[CH:20][CH:19]=[CH:18][CH:17]=1.[O:23]1[CH:28]=[CH:27][CH2:26][CH2:25][CH2:24]1.[C:29](=[O:32])(O)[O-].[Na+]. The yield is 0.899. The product is [C:16]1([CH2:15][CH2:14][C@H:13]([O:22][CH:4]2[CH2:3][CH2:2][CH2:10][CH2:29][O:32]2)/[CH:12]=[CH:11]/[C@@H:3]2[C@@H:4]3[C@@H:5]([O:6][C:7](=[O:9])[CH2:8]3)[CH2:10][C@H:2]2[O:1][CH:28]2[CH2:27][CH2:26][CH2:25][CH2:24][O:23]2)[CH:17]=[CH:18][CH:19]=[CH:20][CH:21]=1. The catalyst is ClCCl.O.C1(C)C=CC(S(O)(=O)=O)=CC=1.